This data is from Full USPTO retrosynthesis dataset with 1.9M reactions from patents (1976-2016). The task is: Predict the reactants needed to synthesize the given product. (1) The reactants are: [F:1][C:2]1[C:3]([N+:11]([O-:13])=[O:12])=[CH:4][C:5]([O:9][CH3:10])=[C:6]([OH:8])[CH:7]=1.Br[CH2:15][CH2:16][O:17][CH:18]1[CH2:23][CH2:22][CH2:21][CH2:20][O:19]1.C(=O)([O-])[O-].[K+].[K+].[Cl-].[NH4+]. Given the product [F:1][C:2]1[C:3]([N+:11]([O-:13])=[O:12])=[CH:4][C:5]([O:9][CH3:10])=[C:6]([CH:7]=1)[O:8][CH2:15][CH2:16][O:17][CH:18]1[CH2:23][CH2:22][CH2:21][CH2:20][O:19]1, predict the reactants needed to synthesize it. (2) The reactants are: Cl[CH2:2][C:3]1[CH:13]=[CH:12][C:6]2[O:7][C:8]([F:11])([F:10])[O:9][C:5]=2[CH:4]=1.[C-]#N.[Na+].CS(C)=[O:19]. Given the product [F:10][C:8]1([F:11])[O:7][C:6]2[CH:12]=[CH:13][C:3]([CH2:2][OH:19])=[CH:4][C:5]=2[O:9]1, predict the reactants needed to synthesize it. (3) Given the product [Cl:1][C:2]1[CH:7]=[CH:6][C:5]([CH:8]([C:20]2[CH:25]=[CH:24][C:23]([Cl:26])=[CH:22][CH:21]=2)[C:9]2[CH:10]=[C:11]3[C:16](=[CH:17][CH:18]=2)[N:15]=[CH:14][N:13]=[C:12]3[NH:29][CH:30]2[CH2:31][CH2:32][N:33]([C:36]([C:38]3[CH:47]=[CH:46][C:41]([C:42]([O:44][CH3:45])=[O:43])=[CH:40][CH:39]=3)=[O:37])[CH2:34][CH2:35]2)=[CH:4][CH:3]=1, predict the reactants needed to synthesize it. The reactants are: [Cl:1][C:2]1[CH:7]=[CH:6][C:5]([CH:8]([C:20]2[CH:25]=[CH:24][C:23]([Cl:26])=[CH:22][CH:21]=2)[C:9]2[CH:10]=[C:11]3[C:16](=[CH:17][CH:18]=2)[N:15]=[CH:14][N:13]=[C:12]3Cl)=[CH:4][CH:3]=1.Cl.Cl.[NH2:29][CH:30]1[CH2:35][CH2:34][N:33]([C:36]([C:38]2[CH:47]=[CH:46][C:41]([C:42]([O:44][CH3:45])=[O:43])=[CH:40][CH:39]=2)=[O:37])[CH2:32][CH2:31]1.CC(O)C. (4) Given the product [CH:2]1([CH2:1][O:8][C:9]2[CH:14]=[CH:13][C:12]([C:15]3[O:16][C:17]4[CH:22]=[C:21]([O:23][CH2:24][C@@H:25]([NH:27][C:28](=[O:30])[CH3:29])[CH3:26])[N:20]=[CH:19][C:18]=4[N:31]=3)=[C:11]([O:32][CH:33]([F:35])[F:34])[CH:10]=2)[CH2:3][CH2:4]1, predict the reactants needed to synthesize it. The reactants are: [CH2:1]([O:8][C:9]1[CH:14]=[CH:13][C:12]([C:15]2[O:16][C:17]3[CH:22]=[C:21]([O:23][CH2:24][C@@H:25]([NH:27][C:28](=[O:30])[CH3:29])[CH3:26])[N:20]=[CH:19][C:18]=3[N:31]=2)=[C:11]([O:32][CH:33]([F:35])[F:34])[CH:10]=1)[C:2]1C=CC=[CH:4][CH:3]=1.BrCC1CC1. (5) The reactants are: [NH2:1][C:2]1[CH:3]=[C:4]([F:58])[C:5]([S:52]([CH:55]2[CH2:57][CH2:56]2)(=[O:54])=[O:53])=[C:6]([CH2:8][N:9]([CH3:51])[C:10]([CH:12]([NH:24][C:25]2[CH:26]=[C:27]3[C:32](=[C:33]([F:35])[CH:34]=2)[C:31]([N:36]([C:44]([O:46][C:47]([CH3:50])([CH3:49])[CH3:48])=[O:45])[C:37](=[O:43])[O:38][C:39]([CH3:42])([CH3:41])[CH3:40])=[N:30][CH:29]=[CH:28]3)[C:13]2[CH:18]=[CH:17][C:16]([C@@H:19]([CH3:22])[CH2:20][OH:21])=[C:15]([CH3:23])[CH:14]=2)=[O:11])[CH:7]=1.[C:59](Cl)(Cl)=[O:60]. Given the product [C:39]([O:38][C:37]([N:36]([C:31]1[C:32]2[C:27](=[CH:26][C:25]([NH:24][C@H:12]3[C:10](=[O:11])[N:9]([CH3:51])[CH2:8][C:6]4[CH:7]=[C:2]([CH:3]=[C:4]([F:58])[C:5]=4[S:52]([CH:55]4[CH2:57][CH2:56]4)(=[O:53])=[O:54])[NH:1][C:59](=[O:60])[O:21][CH2:20][C@H:19]([CH3:22])[C:16]4[CH:17]=[CH:18][C:13]3=[CH:14][C:15]=4[CH3:23])=[CH:34][C:33]=2[F:35])[CH:28]=[CH:29][N:30]=1)[C:44](=[O:45])[O:46][C:47]([CH3:48])([CH3:49])[CH3:50])=[O:43])([CH3:41])([CH3:40])[CH3:42], predict the reactants needed to synthesize it. (6) Given the product [C:1]([O:4][C:5]1[CH:36]=[CH:35][C:8]2[N:9]=[C:10]([C:12]3[CH:17]=[CH:16][C:15]([NH:18][CH2:19]/[CH:20]=[CH:21]/[I:37])=[CH:14][CH:13]=3)[S:11][C:7]=2[CH:6]=1)(=[O:3])[CH3:2], predict the reactants needed to synthesize it. The reactants are: [C:1]([O:4][C:5]1[CH:36]=[CH:35][C:8]2[N:9]=[C:10]([C:12]3[CH:17]=[CH:16][C:15]([NH:18][CH2:19]/[CH:20]=[CH:21]/[Sn](CCCC)(CCCC)CCCC)=[CH:14][CH:13]=3)[S:11][C:7]=2[CH:6]=1)(=[O:3])[CH3:2].[I:37]I. (7) Given the product [O:20]1[CH:24]=[CH:23][C:22]([C:2]2[S:6][C:5]([N:7]3[CH2:11][C@:10]4([CH:16]5[CH2:17][CH2:18][N:13]([CH2:14][CH2:15]5)[CH2:12]4)[O:9][C:8]3=[O:19])=[CH:4][CH:3]=2)=[CH:21]1, predict the reactants needed to synthesize it. The reactants are: Br[C:2]1[S:6][C:5]([N:7]2[CH2:11][C@:10]3([CH:16]4[CH2:17][CH2:18][N:13]([CH2:14][CH2:15]4)[CH2:12]3)[O:9][C:8]2=[O:19])=[CH:4][CH:3]=1.[O:20]1[CH:24]=[CH:23][C:22](B(O)O)=[CH:21]1. (8) Given the product [N+:1]([O-:4])([OH:3])=[O:2].[N+:11]([O-:14])([OH:13])=[O:12].[NH2:5][CH2:6][CH2:7][C:8]([OH:10])=[O:9].[N+:1]([O-:4])([OH:3])=[O:2].[N+:1]([O-:4])([OH:3])=[O:2].[N+:1]([O-:4])([OH:3])=[O:2].[NH2:15][CH2:16][CH2:17][C:18]([OH:20])=[O:19], predict the reactants needed to synthesize it. The reactants are: [N+:1]([O-:4])([OH:3])=[O:2].[NH2:5][CH2:6][CH2:7][C:8]([OH:10])=[O:9].[N+:11]([O-:14])([OH:13])=[O:12].[NH2:15][CH2:16][CH2:17][C:18]([OH:20])=[O:19]. (9) Given the product [CH3:1][C@H:2]([NH:7][C:8]([C:10]1[C:18]2[C:13](=[N:14][CH:15]=[CH:16][N:17]=2)[N:12]([CH2:27][O:28][CH2:29][CH2:30][Si:31]([CH3:34])([CH3:32])[CH3:33])[CH:11]=1)=[O:9])[C:3]([CH3:6])([CH3:5])[CH3:4], predict the reactants needed to synthesize it. The reactants are: [CH3:1][C@H:2]([NH:7][C:8]([C:10]1[C:18]2[C:13](=[N:14][CH:15]=[C:16](C3SC(C(O)=O)=CC=3)[N:17]=2)[N:12]([CH2:27][O:28][CH2:29][CH2:30][Si:31]([CH3:34])([CH3:33])[CH3:32])[CH:11]=1)=[O:9])[C:3]([CH3:6])([CH3:5])[CH3:4].CC(C)(C)[C@H](N)C.Cl.CN(C)CCCN=C=NCC. (10) Given the product [C:1]([N:4]1[C:13]2[C:8](=[CH:9][C:10]([C:29]3[CH:28]=[N:27][N:26]([CH2:25][C:24]([OH:41])([CH3:40])[CH3:23])[CH:30]=3)=[CH:11][CH:12]=2)[C@H:7]([NH:15][C:16](=[O:21])[O:17][CH:18]([CH3:20])[CH3:19])[CH2:6][C@@H:5]1[CH3:22])(=[O:3])[CH3:2], predict the reactants needed to synthesize it. The reactants are: [C:1]([N:4]1[C:13]2[C:8](=[CH:9][C:10](Br)=[CH:11][CH:12]=2)[C@H:7]([NH:15][C:16](=[O:21])[O:17][CH:18]([CH3:20])[CH3:19])[CH2:6][C@@H:5]1[CH3:22])(=[O:3])[CH3:2].[CH3:23][C:24]([OH:41])([CH3:40])[CH2:25][N:26]1[CH:30]=[C:29](B2OC(C)(C)C(C)(C)O2)[CH:28]=[N:27]1.C([O-])([O-])=O.[K+].[K+].C(=O)=O.